This data is from NCI-60 drug combinations with 297,098 pairs across 59 cell lines. The task is: Regression. Given two drug SMILES strings and cell line genomic features, predict the synergy score measuring deviation from expected non-interaction effect. (1) Drug 1: CC1OCC2C(O1)C(C(C(O2)OC3C4COC(=O)C4C(C5=CC6=C(C=C35)OCO6)C7=CC(=C(C(=C7)OC)O)OC)O)O. Drug 2: CC=C1C(=O)NC(C(=O)OC2CC(=O)NC(C(=O)NC(CSSCCC=C2)C(=O)N1)C(C)C)C(C)C. Cell line: NCIH23. Synergy scores: CSS=83.0, Synergy_ZIP=-2.75, Synergy_Bliss=-4.26, Synergy_Loewe=-3.15, Synergy_HSA=0.937. (2) Drug 1: CN(CCCl)CCCl.Cl. Drug 2: CC1C(C(CC(O1)OC2CC(CC3=C2C(=C4C(=C3O)C(=O)C5=CC=CC=C5C4=O)O)(C(=O)C)O)N)O. Cell line: NCI-H460. Synergy scores: CSS=45.7, Synergy_ZIP=-8.57, Synergy_Bliss=-11.2, Synergy_Loewe=-4.11, Synergy_HSA=-2.69. (3) Drug 1: CC1OCC2C(O1)C(C(C(O2)OC3C4COC(=O)C4C(C5=CC6=C(C=C35)OCO6)C7=CC(=C(C(=C7)OC)O)OC)O)O. Drug 2: CN(CC1=CN=C2C(=N1)C(=NC(=N2)N)N)C3=CC=C(C=C3)C(=O)NC(CCC(=O)O)C(=O)O. Cell line: TK-10. Synergy scores: CSS=22.9, Synergy_ZIP=-7.97, Synergy_Bliss=-6.67, Synergy_Loewe=-7.88, Synergy_HSA=-6.74. (4) Drug 1: CS(=O)(=O)C1=CC(=C(C=C1)C(=O)NC2=CC(=C(C=C2)Cl)C3=CC=CC=N3)Cl. Drug 2: C(CCl)NC(=O)N(CCCl)N=O. Cell line: SK-MEL-5. Synergy scores: CSS=-9.11, Synergy_ZIP=2.56, Synergy_Bliss=1.66, Synergy_Loewe=-5.67, Synergy_HSA=-4.89. (5) Drug 1: C1=NC2=C(N=C(N=C2N1C3C(C(C(O3)CO)O)F)Cl)N. Drug 2: CNC(=O)C1=NC=CC(=C1)OC2=CC=C(C=C2)NC(=O)NC3=CC(=C(C=C3)Cl)C(F)(F)F. Cell line: HCC-2998. Synergy scores: CSS=23.1, Synergy_ZIP=4.86, Synergy_Bliss=1.82, Synergy_Loewe=-34.8, Synergy_HSA=-2.09. (6) Drug 1: CN1C(=O)N2C=NC(=C2N=N1)C(=O)N. Drug 2: CCCCCOC(=O)NC1=NC(=O)N(C=C1F)C2C(C(C(O2)C)O)O. Cell line: HT29. Synergy scores: CSS=-2.86, Synergy_ZIP=5.94, Synergy_Bliss=9.75, Synergy_Loewe=1.17, Synergy_HSA=1.51. (7) Drug 1: CC1=C(C(CCC1)(C)C)C=CC(=CC=CC(=CC(=O)O)C)C. Drug 2: CC12CCC3C(C1CCC2O)C(CC4=C3C=CC(=C4)O)CCCCCCCCCS(=O)CCCC(C(F)(F)F)(F)F. Cell line: LOX IMVI. Synergy scores: CSS=13.3, Synergy_ZIP=7.69, Synergy_Bliss=8.37, Synergy_Loewe=8.07, Synergy_HSA=7.78.